From a dataset of Forward reaction prediction with 1.9M reactions from USPTO patents (1976-2016). Predict the product of the given reaction. (1) Given the reactants C(OC([N:8]1[CH2:12][CH:11]([OH:13])[CH:10]2[N:14]([C:17]([O:19][CH2:20][C:21]3[CH:26]=[CH:25][CH:24]=[CH:23][CH:22]=3)=[O:18])[CH2:15][CH2:16][CH:9]12)=O)(C)(C)C.[ClH:27].O1CCOCC1, predict the reaction product. The product is: [ClH:27].[CH2:20]([O:19][C:17]([N:14]1[CH2:15][CH2:16][CH:9]2[NH:8][CH2:12][CH:11]([OH:13])[CH:10]12)=[O:18])[C:21]1[CH:26]=[CH:25][CH:24]=[CH:23][CH:22]=1. (2) Given the reactants [OH:1][N:2]1[C:6](=[O:7])[C:5]2=[CH:8][CH:9]=[CH:10][CH:11]=[C:4]2[C:3]1=[O:12].C1(P(C2C=CC=CC=2)C2C=CC=CC=2)C=CC=CC=1.[CH3:32][O:33][C:34]1[CH:67]=[CH:66][C:37]([C:38]([O:53][CH2:54][CH2:55][O:56][CH2:57][CH2:58][O:59][CH2:60][CH2:61][O:62][CH2:63][CH2:64]O)([C:47]2[CH:52]=[CH:51][CH:50]=[CH:49][CH:48]=2)[C:39]2[CH:44]=[CH:43][C:42]([O:45][CH3:46])=[CH:41][CH:40]=2)=[CH:36][CH:35]=1.CCOC(/N=N/C(OCC)=O)=O, predict the reaction product. The product is: [CH3:46][O:45][C:42]1[CH:41]=[CH:40][C:39]([C:38]([O:53][CH2:54][CH2:55][O:56][CH2:57][CH2:58][O:59][CH2:60][CH2:61][O:62][CH2:63][CH2:64][O:1][N:2]2[C:3](=[O:12])[C:4]3=[CH:11][CH:10]=[CH:9][CH:8]=[C:5]3[C:6]2=[O:7])([C:47]2[CH:52]=[CH:51][CH:50]=[CH:49][CH:48]=2)[C:37]2[CH:36]=[CH:35][C:34]([O:33][CH3:32])=[CH:67][CH:66]=2)=[CH:44][CH:43]=1. (3) Given the reactants O[C:2]1[CH:16]=[CH:15][C:5]([C:6]([C:8]2[CH:13]=[CH:12][C:11]([OH:14])=[CH:10][CH:9]=2)=[O:7])=[CH:4][CH:3]=1.[C:17](=[O:20])([O-])[O-].[K+].[K+].Br[CH2:24][CH2:25][CH2:26][CH2:27][CH2:28][CH2:29][CH2:30][CH2:31][Br:32], predict the reaction product. The product is: [Br:32][CH2:31][CH2:30][CH2:29][CH2:28][CH2:27][CH2:26][CH2:25][CH2:24][O:14][C:11]1[CH:12]=[CH:13][C:8]([C:6]([C:5]2[CH:15]=[CH:16][C:2]([O:20][CH2:17][CH2:25][CH2:26][CH2:27][CH2:28][CH2:29][CH2:30][CH2:31][Br:32])=[CH:3][CH:4]=2)=[O:7])=[CH:9][CH:10]=1. (4) Given the reactants C(OC([N:8]1[CH2:13][CH2:12][CH:11]([NH:14][CH2:15][C:16]2[CH:21]=[CH:20][C:19]([N+:22]([O-:24])=[O:23])=[C:18]([F:25])[CH:17]=2)[CH2:10][CH2:9]1)=O)(C)(C)C.Cl, predict the reaction product. The product is: [F:25][C:18]1[CH:17]=[C:16]([CH:21]=[CH:20][C:19]=1[N+:22]([O-:24])=[O:23])[CH2:15][NH:14][CH:11]1[CH2:12][CH2:13][NH:8][CH2:9][CH2:10]1. (5) The product is: [S:1]1[C:5]([CH2:6][CH:7]([O:10][Si:11]([C:14]([CH3:15])([CH3:16])[CH3:17])([CH3:12])[CH3:13])/[CH:8]=[CH:9]/[I:22])=[CH:4][C:3]2[CH:18]=[CH:19][CH:20]=[CH:21][C:2]1=2. Given the reactants [S:1]1[C:5]([CH2:6][CH:7]([O:10][Si:11]([C:14]([CH3:17])([CH3:16])[CH3:15])([CH3:13])[CH3:12])[C:8]#[CH:9])=[CH:4][C:3]2[CH:18]=[CH:19][CH:20]=[CH:21][C:2]1=2.[I:22]N1C(=O)CCC1=O.C([O-])(O)=O.[Na+], predict the reaction product. (6) Given the reactants [OH:1][C:2]1[C:3]2[C:7]([CH:8]=[C:9]([C:11]([O:13][CH3:14])=[O:12])[CH:10]=1)=[N:6][N:5]([CH3:15])[CH:4]=2.[N:16]1([C:20]([C:22]2[C:27]([F:28])=[CH:26][C:25](F)=[CH:24][N:23]=2)=[O:21])[CH2:19][CH2:18][CH2:17]1, predict the reaction product. The product is: [N:16]1([C:20]([C:22]2[N:23]=[CH:24][C:25]([O:1][C:2]3[C:3]4[C:7]([CH:8]=[C:9]([C:11]([O:13][CH3:14])=[O:12])[CH:10]=3)=[N:6][N:5]([CH3:15])[CH:4]=4)=[CH:26][C:27]=2[F:28])=[O:21])[CH2:19][CH2:18][CH2:17]1. (7) Given the reactants [NH2:1][C:2]1[S:3][CH:4]=[C:5]([CH2:7][C:8]([NH:10][C:11]2[CH:37]=[CH:36][C:14]([CH2:15][C@@H:16]3[CH2:20][CH2:19][C@H:18]([C@H:21]([OH:28])[C:22]4[CH:27]=[CH:26][CH:25]=[CH:24][CH:23]=4)[N:17]3C(OC(C)(C)C)=O)=[CH:13][C:12]=2[Br:38])=[O:9])[N:6]=1.C(O)(C(F)(F)F)=O.C1(C)C=CC=CC=1, predict the reaction product. The product is: [NH2:1][C:2]1[S:3][CH:4]=[C:5]([CH2:7][C:8]([NH:10][C:11]2[CH:37]=[CH:36][C:14]([CH2:15][C@@H:16]3[CH2:20][CH2:19][C@H:18]([C@H:21]([OH:28])[C:22]4[CH:23]=[CH:24][CH:25]=[CH:26][CH:27]=4)[NH:17]3)=[CH:13][C:12]=2[Br:38])=[O:9])[N:6]=1.